Dataset: Plasma protein binding rate (PPBR) regression data from AstraZeneca. Task: Regression/Classification. Given a drug SMILES string, predict its absorption, distribution, metabolism, or excretion properties. Task type varies by dataset: regression for continuous measurements (e.g., permeability, clearance, half-life) or binary classification for categorical outcomes (e.g., BBB penetration, CYP inhibition). For this dataset (ppbr_az), we predict Y. (1) The drug is CC(C)N(CCCNC(=O)Nc1ccc(C(C)(C)C)cc1)C[C@H]1O[C@@H](n2cnc3c(N)ncnc32)[C@H](O)[C@@H]1O. The Y is 71.5 %. (2) The molecule is O=c1nc(NCc2ccccc2)sn1Cc1ccccc1. The Y is 99.9 %. (3) The drug is CC(=O)c1c(C)c2cnc(Nc3ccc(N4CCNCC4)cn3)nc2n(C2CCCC2)c1=O. The Y is 77.2 %. (4) The Y is 99.0 %. The molecule is Cc1c(Sc2ccc(Cl)cc2)c2c(NS(C)(=O)=O)cccc2n1CC(=O)O. (5) The drug is COc1cccc2c1c(NS(=O)(=O)c1ccc(Cl)s1)nn2Cc1cccc(CNC(=O)C(C)(C)O)c1. The Y is 98.7 %. (6) The compound is CC(C)Oc1cc(-n2cnc3ccc(N[C@@H](C)c4ccc(F)cn4)nc32)n[nH]1. The Y is 94.2 %.